From a dataset of Reaction yield outcomes from USPTO patents with 853,638 reactions. Predict the reaction yield, written as a fraction of the theoretical maximum amount of product (1.0 means a 100% yield; for example, 0.34 means a 34% yield). (1) The reactants are [F:1][C:2]1[CH:25]=[C:24]([F:26])[CH:23]=[CH:22][C:3]=1[O:4][C:5]1[CH:6]=[C:7]2[C:11](=[CH:12][C:13]=1[C:14]([OH:16])=O)[N:10]([CH2:17][C:18]([F:21])([CH3:20])[CH3:19])[N:9]=[CH:8]2.C1C=C2N=NN(O)C2=CC=1.O.C1C=CC2N(O)N=NC=2C=1.[NH2:48][C@H:49]1[CH2:53][CH2:52][NH:51][C:50]1=[O:54].C(Cl)CCl. The catalyst is C(Cl)Cl.CN(C=O)C. The product is [F:1][C:2]1[CH:25]=[C:24]([F:26])[CH:23]=[CH:22][C:3]=1[O:4][C:5]1[CH:6]=[C:7]2[C:11](=[CH:12][C:13]=1[C:14]([NH:48][C@H:49]1[CH2:53][CH2:52][NH:51][C:50]1=[O:54])=[O:16])[N:10]([CH2:17][C:18]([F:21])([CH3:20])[CH3:19])[N:9]=[CH:8]2. The yield is 0.830. (2) The reactants are CC1(C)COB([C:8]2[CH:9]=[CH:10][C:11]([N+:21]([O-:23])=[O:22])=[C:12]([N:14]3[CH2:19][CH2:18][CH:17]([CH3:20])[CH2:16][CH2:15]3)[CH:13]=2)OC1.[S:25]1[CH2:30][CH:29]=[C:28](OS(C(F)(F)F)(=O)=O)[CH2:27][CH2:26]1.[Li+].[Cl-].C([O-])([O-])=O.[Na+].[Na+]. The catalyst is O1CCOCC1.C1C=CC([P]([Pd]([P](C2C=CC=CC=2)(C2C=CC=CC=2)C2C=CC=CC=2)([P](C2C=CC=CC=2)(C2C=CC=CC=2)C2C=CC=CC=2)[P](C2C=CC=CC=2)(C2C=CC=CC=2)C2C=CC=CC=2)(C2C=CC=CC=2)C2C=CC=CC=2)=CC=1.CCOC(C)=O. The product is [S:25]1[CH2:26][CH:27]=[C:28]([C:8]2[CH:9]=[CH:10][C:11]([N+:21]([O-:23])=[O:22])=[C:12]([N:14]3[CH2:15][CH2:16][CH:17]([CH3:20])[CH2:18][CH2:19]3)[CH:13]=2)[CH2:29][CH2:30]1. The yield is 0.970. (3) The reactants are [N+](C1C=[CH:8][C:7]([O:10][C:11](=[O:22])[O:12][C:13]2[CH:18]=[CH:17][C:16]([N+:19]([O-:21])=[O:20])=[CH:15][CH:14]=2)=CC=1)([O-])=O.OCC[N:26]1[CH2:31][CH2:30][N:29]([C:32]([O:34][C:35]([CH3:38])([CH3:37])[CH3:36])=[O:33])[CH2:28][CH2:27]1.CN1CCOCC1. The catalyst is C(Cl)Cl. The product is [C:11](=[O:22])([O:12][C:13]1[CH:14]=[CH:15][C:16]([N+:19]([O-:21])=[O:20])=[CH:17][CH:18]=1)[O:10][CH2:7][CH2:8][N:26]1[CH2:27][CH2:28][N:29]([C:32]([O:34][C:35]([CH3:38])([CH3:37])[CH3:36])=[O:33])[CH2:30][CH2:31]1. The yield is 0.610. (4) The reactants are C([N:8]1[CH2:13][CH2:12][N:11]([N:14]2[CH2:19][CH2:18][CH2:17][CH2:16][C:15]2=[O:20])[CH2:10][CH2:9]1)C1C=CC=CC=1. The catalyst is CO.[OH-].[OH-].[Pd+2]. The product is [N:11]1([N:14]2[CH2:19][CH2:18][CH2:17][CH2:16][C:15]2=[O:20])[CH2:10][CH2:9][NH:8][CH2:13][CH2:12]1. The yield is 0.970. (5) The reactants are [CH2:1]([C:8]1[N:13]=[N:12][C:11]([N:14]2[CH2:19][CH2:18][N:17]([C:20]3[CH:25]=[N:24]C(C(C)=C)=[CH:22][N:21]=3)[C@H:16]([CH3:29])[CH2:15]2)=[C:10]([CH3:30])[C:9]=1[CH3:31])[C:2]1[CH:7]=[CH:6][CH:5]=[CH:4][CH:3]=1.[C:32]([OH:36])([CH3:35])([CH3:34])[CH3:33].O.C[N+]1([O-])CC[O:42]CC1. The catalyst is CC(C)=O. The product is [CH2:1]([C:8]1[N:13]=[N:12][C:11]([N:14]2[CH2:19][CH2:18][N:17]([C:20]3[CH:25]=[N:24][C:33]([C:32]([OH:36])([CH3:35])[CH2:34][OH:42])=[CH:22][N:21]=3)[C@H:16]([CH3:29])[CH2:15]2)=[C:10]([CH3:30])[C:9]=1[CH3:31])[C:2]1[CH:7]=[CH:6][CH:5]=[CH:4][CH:3]=1. The yield is 0.380. (6) The reactants are [CH2:1]([NH:3][C:4]([NH:6][C:7]([CH3:11])([CH3:10])[CH2:8][OH:9])=[O:5])[CH3:2].[N+:12]([C:15]1[CH:22]=[CH:21][CH:20]=[C:19]([N+]([O-])=O)[C:16]=1[C:17]#[N:18])([O-:14])=[O:13]. No catalyst specified. The product is [C:17]([C:16]1[C:15]([N+:12]([O-:14])=[O:13])=[CH:22][CH:21]=[CH:20][C:19]=1[O:9][CH2:8][C:7]([NH:6][C:4]([NH:3][CH2:1][CH3:2])=[O:5])([CH3:10])[CH3:11])#[N:18]. The yield is 0.650. (7) The reactants are [CH2:1]1[C:10]2[C:5](=[CH:6][CH:7]=[CH:8][CH:9]=2)[CH2:4][CH2:3][N:2]1[CH2:11][CH:12]([OH:28])[CH2:13][NH:14][C:15](=[O:27])[C:16]1[CH:21]=[CH:20][CH:19]=[C:18]([CH:22]2[CH2:26][CH2:25][CH2:24][NH:23]2)[CH:17]=1.C=O.[CH3:31]C(O)=O.[BH3-]C#N.[Na+]. The catalyst is CO. The product is [CH2:1]1[C:10]2[C:5](=[CH:6][CH:7]=[CH:8][CH:9]=2)[CH2:4][CH2:3][N:2]1[CH2:11][CH:12]([OH:28])[CH2:13][NH:14][C:15](=[O:27])[C:16]1[CH:21]=[CH:20][CH:19]=[C:18]([CH:22]2[CH2:26][CH2:25][CH2:24][N:23]2[CH3:31])[CH:17]=1. The yield is 0.168.